This data is from Peptide-MHC class II binding affinity with 134,281 pairs from IEDB. The task is: Regression. Given a peptide amino acid sequence and an MHC pseudo amino acid sequence, predict their binding affinity value. This is MHC class II binding data. (1) The peptide sequence is AAGVAAWSLIALMIP. The MHC is DRB5_0101 with pseudo-sequence DRB5_0101. The binding affinity (normalized) is 0.0846. (2) The peptide sequence is MYMWLGARYLEFEALHHHHHH. The MHC is DRB1_1101 with pseudo-sequence DRB1_1101. The binding affinity (normalized) is 0. (3) The peptide sequence is EEKIEIIPIQEEEY. The MHC is HLA-DPA10301-DPB10402 with pseudo-sequence HLA-DPA10301-DPB10402. The binding affinity (normalized) is 0.483. (4) The peptide sequence is FLTGPLNFTGPCKGD. The MHC is HLA-DQA10501-DQB10201 with pseudo-sequence HLA-DQA10501-DQB10201. The binding affinity (normalized) is 0. (5) The peptide sequence is NYPIVQNLQGQMVHQAISPR. The MHC is DRB1_1101 with pseudo-sequence DRB1_1101. The binding affinity (normalized) is 0.426.